This data is from TCR-epitope binding with 47,182 pairs between 192 epitopes and 23,139 TCRs. The task is: Binary Classification. Given a T-cell receptor sequence (or CDR3 region) and an epitope sequence, predict whether binding occurs between them. (1) The epitope is CINGVCWTV. The TCR CDR3 sequence is CASSQEQGGWGEQYF. Result: 1 (the TCR binds to the epitope). (2) The TCR CDR3 sequence is CASSLTLGLAGVETQYF. Result: 0 (the TCR does not bind to the epitope). The epitope is FLYNLLTRV.